The task is: Predict the reaction yield, written as a fraction of the theoretical maximum amount of product (1.0 means a 100% yield; for example, 0.34 means a 34% yield).. This data is from Reaction yield outcomes from USPTO patents with 853,638 reactions. (1) The reactants are C(O[C:6](=O)[N:7]([CH2:9][C:10]1[CH:14]=[C:13]([C:15]2[CH:20]=[CH:19][CH:18]=[CH:17][CH:16]=2)[N:12]([S:21]([C:24]2[CH:25]=[N:26][C:27]([Cl:30])=[CH:28][CH:29]=2)(=[O:23])=[O:22])[CH:11]=1)C)(C)(C)C.[CH3:32][N:33](C)C=O.C(OCC)(=O)C.Cl. The catalyst is C(OCC)(=O)C.[C-]#N.[Zn+2].[C-]#N.C1C=CC([P]([Pd]([P](C2C=CC=CC=2)(C2C=CC=CC=2)C2C=CC=CC=2)([P](C2C=CC=CC=2)(C2C=CC=CC=2)C2C=CC=CC=2)[P](C2C=CC=CC=2)(C2C=CC=CC=2)C2C=CC=CC=2)(C2C=CC=CC=2)C2C=CC=CC=2)=CC=1. The product is [ClH:30].[CH3:6][NH:7][CH2:9][C:10]1[CH:14]=[C:13]([C:15]2[CH:16]=[CH:17][CH:18]=[CH:19][CH:20]=2)[N:12]([S:21]([C:24]2[CH:29]=[CH:28][C:27]([C:32]#[N:33])=[N:26][CH:25]=2)(=[O:22])=[O:23])[CH:11]=1. The yield is 0.680. (2) The reactants are [C:1]1([O:7][C:8](=[O:16])[C:9]2[CH:14]=[CH:13][C:12]([OH:15])=[CH:11][CH:10]=2)[CH:6]=[CH:5][CH:4]=[CH:3][CH:2]=1.[CH2:17](Br)[C:18]1[CH:23]=[CH:22][CH:21]=[CH:20][CH:19]=1.C([O-])([O-])=O.[K+].[K+]. The catalyst is CC(C)=O. The product is [CH2:17]([O:15][C:12]1[CH:11]=[CH:10][C:9]([C:8]([O:7][C:1]2[CH:2]=[CH:3][CH:4]=[CH:5][CH:6]=2)=[O:16])=[CH:14][CH:13]=1)[C:18]1[CH:23]=[CH:22][CH:21]=[CH:20][CH:19]=1. The yield is 0.930. (3) The reactants are Br[C:2]1[N:7]=[C:6]([C:8]([OH:10])=[O:9])[CH:5]=[CH:4][CH:3]=1.[F:11][C:12]1[CH:17]=[C:16]([O:18][CH3:19])[CH:15]=[C:14]([F:20])[C:13]=1B(O)O. The catalyst is C1C=CC(P(C2C=CC=CC=2)[C-]2C=CC=C2)=CC=1.C1C=CC(P(C2C=CC=CC=2)[C-]2C=CC=C2)=CC=1.Cl[Pd]Cl.[Fe+2].C(Cl)Cl. The product is [F:11][C:12]1[CH:17]=[C:16]([O:18][CH3:19])[CH:15]=[C:14]([F:20])[C:13]=1[C:2]1[N:7]=[C:6]([C:8]([OH:10])=[O:9])[CH:5]=[CH:4][CH:3]=1. The yield is 0.420. (4) The reactants are [CH3:1][Li].[Cl:3][C:4]1[CH:11]=[CH:10][C:7]([CH:8]=[O:9])=[C:6]([N+:12]([O-:14])=[O:13])[CH:5]=1. The catalyst is O1CCCC1. The product is [Cl:3][C:4]1[CH:11]=[CH:10][C:7]([CH:8]([OH:9])[CH3:1])=[C:6]([N+:12]([O-:14])=[O:13])[CH:5]=1. The yield is 0.660. (5) The reactants are [F:1][C:2]1[CH:3]=[C:4]([CH:49]=[CH:50][CH:51]=1)[CH2:5][N:6]1[CH:10]=[C:9]([C:11]2[C:19]3[C:14](=[N:15][CH:16]=[C:17]([C:20]4[CH:25]=[CH:24][C:23]([CH:26]5[CH2:31][CH2:30][N:29](C(OC(C)(C)C)=O)[CH2:28][CH2:27]5)=[CH:22][CH:21]=4)[CH:18]=3)[N:13]([S:39]([C:42]3[CH:48]=[CH:47][C:45]([CH3:46])=[CH:44][CH:43]=3)(=[O:41])=[O:40])[CH:12]=2)[CH:8]=[N:7]1.[ClH:52]. The catalyst is O1CCOCC1.CO. The product is [ClH:52].[F:1][C:2]1[CH:3]=[C:4]([CH:49]=[CH:50][CH:51]=1)[CH2:5][N:6]1[CH:10]=[C:9]([C:11]2[C:19]3[C:14](=[N:15][CH:16]=[C:17]([C:20]4[CH:21]=[CH:22][C:23]([CH:26]5[CH2:27][CH2:28][NH:29][CH2:30][CH2:31]5)=[CH:24][CH:25]=4)[CH:18]=3)[N:13]([S:39]([C:42]3[CH:43]=[CH:44][C:45]([CH3:46])=[CH:47][CH:48]=3)(=[O:40])=[O:41])[CH:12]=2)[CH:8]=[N:7]1. The yield is 0.990.